From a dataset of Reaction yield outcomes from USPTO patents with 853,638 reactions. Predict the reaction yield, written as a fraction of the theoretical maximum amount of product (1.0 means a 100% yield; for example, 0.34 means a 34% yield). The reactants are [CH2:1](I)[CH2:2][CH2:3][CH2:4][CH2:5][CH3:6].[P:8]([O:15]CC)([O:12][CH2:13][CH3:14])[O:9][CH2:10][CH3:11]. No catalyst specified. The product is [CH2:1]([P:8](=[O:15])([O:12][CH2:13][CH3:14])[O:9][CH2:10][CH3:11])[CH2:2][CH2:3][CH2:4][CH2:5][CH3:6]. The yield is 0.850.